Dataset: Reaction yield outcomes from USPTO patents with 853,638 reactions. Task: Predict the reaction yield, written as a fraction of the theoretical maximum amount of product (1.0 means a 100% yield; for example, 0.34 means a 34% yield). (1) The reactants are [C:1]([Cu])#[N:2].[CH2:4]([C:11]1([CH3:29])[N:16]([CH3:17])[C:15](=[O:18])[C:14](=[CH:19][C:20]2[CH:25]=[CH:24][CH:23]=[CH:22][C:21]=2Br)[N:13]([CH3:27])[C:12]1=[O:28])[C:5]1[CH:10]=[CH:9][CH:8]=[CH:7][CH:6]=1.C(OCC)(=O)C. The catalyst is CN1CCCC1.C(OC)(C)(C)C. The product is [CH2:4]([C:11]1([CH3:29])[C:12](=[O:28])[N:13]([CH3:27])[C:14](=[CH:19][C:20]2[CH:25]=[CH:24][CH:23]=[CH:22][C:21]=2[C:1]#[N:2])[C:15](=[O:18])[N:16]1[CH3:17])[C:5]1[CH:10]=[CH:9][CH:8]=[CH:7][CH:6]=1. The yield is 0.610. (2) The reactants are [Cl:1][C:2]1[CH:3]=[C:4]([NH2:26])[C:5]([NH:9][CH:10]2[CH2:15][CH2:14][N:13]([C@H:16]3[CH2:21][CH2:20][C@@H:19]([O:22][CH2:23][CH2:24][CH3:25])[CH2:18][CH2:17]3)[CH2:12][CH2:11]2)=[CH:6][C:7]=1[CH3:8].C(N(C(C)C)CC)(C)C.Cl[C:37](Cl)([O:39]C(=O)OC(Cl)(Cl)Cl)Cl.C([O-])(O)=O.[Na+]. The catalyst is ClCCl.O. The product is [ClH:1].[Cl:1][C:2]1[C:7]([CH3:8])=[CH:6][C:5]2[N:9]([CH:10]3[CH2:15][CH2:14][N:13]([C@H:16]4[CH2:21][CH2:20][C@@H:19]([O:22][CH2:23][CH2:24][CH3:25])[CH2:18][CH2:17]4)[CH2:12][CH2:11]3)[C:37](=[O:39])[NH:26][C:4]=2[CH:3]=1. The yield is 0.520. (3) The reactants are C([O:3][C:4](=[O:32])[CH2:5][C@@H:6]1[CH2:10][S:9][C:8]([C:11]2[NH:12][C:13]3[C:18]([CH:19]=2)=[CH:17][C:16]([CH3:20])=[CH:15][C:14]=3[NH:21][CH:22]2[CH2:31][CH2:30][C:25]3(OCC[O:26]3)[CH2:24][CH2:23]2)=[N:7]1)C.Cl. The catalyst is CO. The product is [CH3:20][C:16]1[CH:17]=[C:18]2[C:13](=[C:14]([NH:21][CH:22]3[CH2:31][CH2:30][C:25](=[O:26])[CH2:24][CH2:23]3)[CH:15]=1)[NH:12][C:11]([C:8]1[S:9][CH2:10][C@@H:6]([CH2:5][C:4]([OH:32])=[O:3])[N:7]=1)=[CH:19]2. The yield is 0.500. (4) The reactants are [C:1]([C:5]1[CH:11]=[CH:10][CH:9]=[CH:8][C:6]=1N)([CH3:4])([CH3:3])[CH3:2].N([O-])=O.[Na+].[BrH:16]. The catalyst is O.[Cu]. The product is [Br:16][C:6]1[CH:8]=[CH:9][CH:10]=[CH:11][C:5]=1[C:1]([CH3:4])([CH3:3])[CH3:2]. The yield is 0.270. (5) The reactants are [NH:1]1[CH2:4][CH:3]([CH:5]2[CH2:10][CH2:9][N:8]([C:11]([C:13]3[S:14][CH:15]=[CH:16][N:17]=3)=[O:12])[CH2:7][CH2:6]2)[CH2:2]1.[F:18][C:19]1[CH:24]=[CH:23][C:22]([N:25]2[C:33]3[C:28](=[CH:29][C:30]([C:34](O)=[O:35])=[CH:31][CH:32]=3)[CH:27]=[CH:26]2)=[CH:21][CH:20]=1.CCN(CC)CC.CN(C(ON1N=NC2C=CC=NC1=2)=[N+](C)C)C.F[P-](F)(F)(F)(F)F. The catalyst is C(Cl)Cl. The product is [F:18][C:19]1[CH:24]=[CH:23][C:22]([N:25]2[C:33]3[C:28](=[CH:29][C:30]([C:34]([N:1]4[CH2:2][CH:3]([CH:5]5[CH2:6][CH2:7][N:8]([C:11]([C:13]6[S:14][CH:15]=[CH:16][N:17]=6)=[O:12])[CH2:9][CH2:10]5)[CH2:4]4)=[O:35])=[CH:31][CH:32]=3)[CH:27]=[CH:26]2)=[CH:21][CH:20]=1. The yield is 0.850. (6) The reactants are [Li+].[OH-].C[O:4][C:5]([C@H:7]1[CH2:12][CH2:11][C@H:10]([CH2:13][N:14]2[C:20](=[O:21])[C:19]3[CH:22]=[CH:23][CH:24]=[CH:25][C:18]=3[N:17]([CH3:26])[C:16](=[O:27])[CH2:15]2)[CH2:9][CH2:8]1)=[O:6]. The catalyst is O1CCOCC1.O. The product is [CH3:26][N:17]1[C:18]2[CH:25]=[CH:24][CH:23]=[CH:22][C:19]=2[C:20](=[O:21])[N:14]([CH2:13][C@H:10]2[CH2:11][CH2:12][C@H:7]([C:5]([OH:6])=[O:4])[CH2:8][CH2:9]2)[CH2:15][C:16]1=[O:27]. The yield is 0.850. (7) The product is [CH3:11][N:12]([C:4]1[N:3]2[N:8]=[CH:9][CH:10]=[C:2]2[N:1]=[CH:6][N:5]=1)[C:13]1[CH:18]=[CH:17][CH:16]=[CH:15][CH:14]=1. The yield is 0.880. The catalyst is O=P(Cl)(Cl)Cl. The reactants are [N:1]1[C:2]2[N:3]([N:8]=[CH:9][CH:10]=2)[C:4](=O)[NH:5][CH:6]=1.[CH3:11][N:12](C)[C:13]1[CH:18]=[CH:17][CH:16]=[CH:15][CH:14]=1. (8) The reactants are C(=O)([O-])O.[Na+].Cl[C:7]([O:9][CH2:10][C:11]1[CH:16]=[CH:15][CH:14]=[CH:13][CH:12]=1)=[O:8].[CH3:17][O:18][C:19](=[O:26])[C@@H:20]1[CH2:24][CH:23]([CH3:25])[CH2:22][NH:21]1. The catalyst is C1(C)C=CC=CC=1. The product is [CH3:17][O:18][C:19](=[O:26])[C@@H:20]1[CH2:24][CH:23]([CH3:25])[CH2:22][N:21]1[C:7]([O:9][CH2:10][C:11]1[CH:16]=[CH:15][CH:14]=[CH:13][CH:12]=1)=[O:8]. The yield is 0.990.